Dataset: Forward reaction prediction with 1.9M reactions from USPTO patents (1976-2016). Task: Predict the product of the given reaction. (1) Given the reactants [C:1]([CH:4]([C:12](=[O:21])[CH2:13][S:14][C:15]1[CH:20]=[CH:19][CH:18]=[CH:17][CH:16]=1)C(OC(C)(C)C)=O)(=[O:3])[CH3:2], predict the reaction product. The product is: [C:15]1([S:14][CH2:13][C:12](=[O:21])[CH2:4][C:1](=[O:3])[CH3:2])[CH:20]=[CH:19][CH:18]=[CH:17][CH:16]=1. (2) Given the reactants Br[C:2]1[C:3]([F:31])=[CH:4][C:5]2[CH:11]3[CH2:12][CH:9]([CH2:10]3)[N:8]3[C:13]([CH:19]4[CH2:22][N:21]([C:23]([O:25][C:26]([CH3:29])([CH3:28])[CH3:27])=[O:24])[CH2:20]4)=[C:14]([C:16](=[O:18])[NH2:17])[N:15]=[C:7]3[C:6]=2[CH:30]=1.[CH3:32][C:33]([OH:37])([C:35]#[CH:36])[CH3:34], predict the reaction product. The product is: [C:16]([C:14]1[N:15]=[C:7]2[C:6]3[CH:30]=[C:2]([C:36]#[C:35][C:33]([OH:37])([CH3:34])[CH3:32])[C:3]([F:31])=[CH:4][C:5]=3[CH:11]3[CH2:12][CH:9]([CH2:10]3)[N:8]2[C:13]=1[CH:19]1[CH2:22][N:21]([C:23]([O:25][C:26]([CH3:27])([CH3:28])[CH3:29])=[O:24])[CH2:20]1)(=[O:18])[NH2:17].